This data is from Full USPTO retrosynthesis dataset with 1.9M reactions from patents (1976-2016). The task is: Predict the reactants needed to synthesize the given product. (1) The reactants are: [NH2:1][C:2]1[CH:3]=[C:4]2[C:8](=[CH:9][CH:10]=1)[CH2:7][CH:6]([CH2:11][N:12]1[CH2:17][CH2:16][CH:15]([N:18]3[C:22]4[CH:23]=[CH:24][C:25]([CH3:27])=[CH:26][C:21]=4[N:20]=[C:19]3[C:28]([OH:31])([CH3:30])[CH3:29])[CH2:14][CH2:13]1)[CH2:5]2.C(N(CC)C(C)C)(C)C.[C:41](Cl)(=[O:44])[CH2:42][CH3:43]. Given the product [OH:31][C:28]([C:19]1[N:18]([CH:15]2[CH2:14][CH2:13][N:12]([CH2:11][CH:6]3[CH2:5][C:4]4[C:8](=[CH:9][CH:10]=[C:2]([NH:1][C:41](=[O:44])[CH2:42][CH3:43])[CH:3]=4)[CH2:7]3)[CH2:17][CH2:16]2)[C:22]2[CH:23]=[CH:24][C:25]([CH3:27])=[CH:26][C:21]=2[N:20]=1)([CH3:29])[CH3:30], predict the reactants needed to synthesize it. (2) Given the product [O:41]1[C:37]2[CH:36]=[CH:35][C:34]([C:2]3[CH:7]=[CH:6][C:5]([N:8]4[C:12]([CH2:13][C@@H:14]5[CH2:18][CH2:17][N:16]([C:19]([CH:21]6[CH2:23][CH2:22]6)=[O:20])[CH2:15]5)=[N:11][NH:10][C:9]4=[O:24])=[C:4]([CH3:25])[CH:3]=3)=[CH:42][C:38]=2[CH:39]=[CH:40]1, predict the reactants needed to synthesize it. The reactants are: Br[C:2]1[CH:7]=[CH:6][C:5]([N:8]2[C:12]([CH2:13][C@@H:14]3[CH2:18][CH2:17][N:16]([C:19]([CH:21]4[CH2:23][CH2:22]4)=[O:20])[CH2:15]3)=[N:11][NH:10][C:9]2=[O:24])=[C:4]([CH3:25])[CH:3]=1.CC1(C)C(C)(C)OB([C:34]2[CH:35]=[CH:36][C:37]3[O:41][CH:40]=[CH:39][C:38]=3[CH:42]=2)O1.C([O-])([O-])=O.[K+].[K+].O1CCOCC1. (3) Given the product [CH:22]1([NH:26][C:18]([C:14]2[S:13][C:12](/[CH:11]=[CH:10]/[C:9]3[C:5]([CH2:1][CH2:2][CH2:3][CH3:4])=[N:6][O:7][C:8]=3[CH3:21])=[N:16][C:15]=2[CH3:17])=[O:20])[CH2:25][CH2:24][CH2:23]1, predict the reactants needed to synthesize it. The reactants are: [CH2:1]([C:5]1[C:9](/[CH:10]=[CH:11]/[C:12]2[S:13][C:14]([C:18]([OH:20])=O)=[C:15]([CH3:17])[N:16]=2)=[C:8]([CH3:21])[O:7][N:6]=1)[CH2:2][CH2:3][CH3:4].[CH:22]1([NH2:26])[CH2:25][CH2:24][CH2:23]1. (4) The reactants are: Cl[C:2]1[C:3]([C:16]2[CH:21]=[CH:20][C:19]([F:22])=[CH:18][CH:17]=2)=[N:4][C:5]2[C:10]([N:11]=1)=[CH:9][C:8]([C:12]([O:14][CH3:15])=[O:13])=[CH:7][CH:6]=2.[F:23][C:24]([F:28])([F:27])[CH2:25][NH2:26].CCN(C(C)C)C(C)C. Given the product [F:22][C:19]1[CH:20]=[CH:21][C:16]([C:3]2[C:2]([NH:26][CH2:25][C:24]([F:28])([F:27])[F:23])=[N:11][C:10]3[C:5](=[CH:6][CH:7]=[C:8]([C:12]([O:14][CH3:15])=[O:13])[CH:9]=3)[N:4]=2)=[CH:17][CH:18]=1, predict the reactants needed to synthesize it. (5) Given the product [OH:28][C@@H:26]([CH3:27])[CH2:25][O:24][NH:23][C:19]([C:11]1[N:12]=[CH:13][C:14]2[N:15]([CH:16]=[N:17][CH:18]=2)[C:10]=1[NH:9][C:3]1[CH:4]=[CH:5][C:6]([I:8])=[CH:7][C:2]=1[F:1])=[O:21], predict the reactants needed to synthesize it. The reactants are: [F:1][C:2]1[CH:7]=[C:6]([I:8])[CH:5]=[CH:4][C:3]=1[NH:9][C:10]1[N:15]2[CH:16]=[N:17][CH:18]=[C:14]2[CH:13]=[N:12][C:11]=1[C:19]([OH:21])=O.Cl.[NH2:23][O:24][CH2:25][C@@H:26]([OH:28])[CH3:27].CCN(C(C)C)C(C)C.C1C=CC2N(O)N=NC=2C=1.CCN=C=NCCCN(C)C. (6) Given the product [CH3:1][O:2][C:3](=[O:25])[CH:4]([N:11]1[CH2:12][CH2:13][N:14]([C:17]2[CH:22]=[CH:21][C:20]([NH:23][C:29](=[O:30])[C:28]3[CH:32]=[CH:33][CH:34]=[CH:35][C:27]=3[CH3:26])=[CH:19][C:18]=2[Cl:24])[CH2:15][CH2:16]1)[C:5]1[CH:10]=[CH:9][CH:8]=[CH:7][CH:6]=1, predict the reactants needed to synthesize it. The reactants are: [CH3:1][O:2][C:3](=[O:25])[CH:4]([N:11]1[CH2:16][CH2:15][N:14]([C:17]2[CH:22]=[CH:21][C:20]([NH2:23])=[CH:19][C:18]=2[Cl:24])[CH2:13][CH2:12]1)[C:5]1[CH:10]=[CH:9][CH:8]=[CH:7][CH:6]=1.[CH3:26][C:27]1[CH:35]=[CH:34][CH:33]=[CH:32][C:28]=1[C:29](O)=[O:30].C(Cl)CCl.C1C=CC2N(O)N=NC=2C=1.CN1CCOCC1. (7) Given the product [OH:1][C@@H:2]([CH2:10][CH3:12])[C:3]([O:5][CH2:6][CH2:7][CH2:8][CH3:9])=[O:20], predict the reactants needed to synthesize it. The reactants are: [OH:1][C@@H:2]([C@H:10]([C:12]1C=CC=CC=1)C)[C:3]([O:5][CH2:6][CH2:7][CH2:8][CH3:9])=S.C([OH:20])C. (8) Given the product [F:50][C:51]([F:58])([F:57])[C:52]([F:56])=[C:53]([F:55])[F:54].[F:40][C:41]([F:45])=[C:42]([F:44])[F:43], predict the reactants needed to synthesize it. The reactants are: S(OOS([O-])(=O)=O)([O-])(=O)=O.[NH4+].[NH4+].O.O.O.O.O.O.O.OP([O-])([O-])=O.[Na+].[Na+].C(S([O-])(=O)=O)CCCCCCC.[Na+].[F:40][C:41]([F:45])=[C:42]([F:44])[F:43].C(F)(F)=C.[F:50][C:51]([F:58])([F:57])[C:52]([F:56])=[C:53]([F:55])[F:54]. (9) Given the product [CH2:1]([N:8]1[C:16]2[C:15](=[O:17])[NH:14][C:13](=[O:28])[N:12]([CH2:29][O:30][CH2:31][CH2:32][Si:33]([CH3:34])([CH3:36])[CH3:35])[C:11]=2[N:10]=[C:9]1[O:47][C:43]1[CH:44]=[CH:45][CH:46]=[C:41]([O:40][C:39]([F:38])([F:48])[F:49])[CH:42]=1)[C:2]1[CH:3]=[CH:4][CH:5]=[CH:6][CH:7]=1, predict the reactants needed to synthesize it. The reactants are: [CH2:1]([N:8]1[C:16]2[C:15](=[O:17])[N:14](CCCOC3CCCCO3)[C:13](=[O:28])[N:12]([CH2:29][O:30][CH2:31][CH2:32][Si:33]([CH3:36])([CH3:35])[CH3:34])[C:11]=2[N:10]=[C:9]1Cl)[C:2]1[CH:7]=[CH:6][CH:5]=[CH:4][CH:3]=1.[F:38][C:39]([F:49])([F:48])[O:40][C:41]1[CH:42]=[C:43]([OH:47])[CH:44]=[CH:45][CH:46]=1.C(=O)([O-])[O-].[K+].[K+].